From a dataset of Forward reaction prediction with 1.9M reactions from USPTO patents (1976-2016). Predict the product of the given reaction. (1) Given the reactants C([N:8]1[CH:13]2[CH2:14][CH2:15][CH:9]1[CH2:10][C:11]([C:19]1[CH:24]=[CH:23][CH:22]=[CH:21][CH:20]=1)([C:16]([OH:18])=[O:17])[CH2:12]2)C1C=CC=CC=1.C([O-])=O.[NH4+], predict the reaction product. The product is: [C:19]1([C:11]2([C:16]([OH:18])=[O:17])[CH2:10][CH:9]3[NH:8][CH:13]([CH2:14][CH2:15]3)[CH2:12]2)[CH:20]=[CH:21][CH:22]=[CH:23][CH:24]=1. (2) Given the reactants [CH3:1][N:2]1[C:7](=[O:8])[C:6]2=[CH:9][NH:10][CH:11]=[C:5]2[N:4]2[C@H:12]3[CH2:17][CH2:16][CH2:15][C@H:13]3[N:14]=[C:3]12.Cl[CH2:19][C:20]1[CH:25]=[CH:24][C:23]([C:26]2[CH:31]=[CH:30][CH:29]=[CH:28][N:27]=2)=[CH:22][CH:21]=1.C(=O)([O-])[O-].[Cs+].[Cs+], predict the reaction product. The product is: [CH3:1][N:2]1[C:7](=[O:8])[C:6]2=[CH:9][N:10]([CH2:19][C:20]3[CH:21]=[CH:22][C:23]([C:26]4[CH:31]=[CH:30][CH:29]=[CH:28][N:27]=4)=[CH:24][CH:25]=3)[CH:11]=[C:5]2[N:4]2[C@H:12]3[CH2:17][CH2:16][CH2:15][C@H:13]3[N:14]=[C:3]12. (3) Given the reactants [CH3:1][C:2]1[CH:7]=[CH:6][C:5]([NH2:8])=[CH:4][C:3]=1[CH:9]1[CH2:14][CH2:13][N:12]([CH2:15][C:16]2[CH:21]=[CH:20][C:19]([O:22][C:23]3[CH:28]=[C:27]([F:29])[C:26]([F:30])=[CH:25][C:24]=3[F:31])=[CH:18][CH:17]=2)[CH2:11][CH2:10]1.[C:32]([O:36][N:37]([CH2:41][C:42](O)=[O:43])[C:38]([CH3:40])=[O:39])([CH3:35])([CH3:34])[CH3:33].CN(C(ON1N=NC2C=CC=NC1=2)=[N+](C)C)C.F[P-](F)(F)(F)(F)F.C(N(C(C)C)CC)(C)C, predict the reaction product. The product is: [C:32]([O:36][N:37]([CH2:41][C:42]([NH:8][C:5]1[CH:6]=[CH:7][C:2]([CH3:1])=[C:3]([CH:9]2[CH2:10][CH2:11][N:12]([CH2:15][C:16]3[CH:17]=[CH:18][C:19]([O:22][C:23]4[CH:28]=[C:27]([F:29])[C:26]([F:30])=[CH:25][C:24]=4[F:31])=[CH:20][CH:21]=3)[CH2:13][CH2:14]2)[CH:4]=1)=[O:43])[C:38]([CH3:40])=[O:39])([CH3:35])([CH3:34])[CH3:33]. (4) Given the reactants Br[C:2]1[N:7]=[C:6]([C:8]([O:10][CH3:11])=[O:9])[CH:5]=[CH:4][CH:3]=1.[F:12][C:13]1[CH:14]=[C:15]([N:29]2[CH2:34][CH2:33][O:32][CH2:31][CH2:30]2)[CH:16]=[C:17]([F:28])[C:18]=1B1OC(C)(C)C(C)(C)O1.COCCOC, predict the reaction product. The product is: [F:12][C:13]1[CH:14]=[C:15]([N:29]2[CH2:30][CH2:31][O:32][CH2:33][CH2:34]2)[CH:16]=[C:17]([F:28])[C:18]=1[C:2]1[N:7]=[C:6]([C:8]([O:10][CH3:11])=[O:9])[CH:5]=[CH:4][CH:3]=1.